From a dataset of Reaction yield outcomes from USPTO patents with 853,638 reactions. Predict the reaction yield, written as a fraction of the theoretical maximum amount of product (1.0 means a 100% yield; for example, 0.34 means a 34% yield). (1) The reactants are [C:1]([NH:4][C@@H:5]1[CH2:10][C@H:9]([NH:11][C:12]([CH3:15])([CH3:14])[CH3:13])[CH2:8][CH2:7][C@@H:6]1[N:16]1[CH2:20][CH2:19][C@H:18]([NH:21]C(=O)OCC2C=CC=CC=2)[C:17]1=[O:32])(=[O:3])[CH3:2]. The catalyst is CO.[OH-].[OH-].[Pd+2]. The product is [NH2:21][C@H:18]1[CH2:19][CH2:20][N:16]([C@H:6]2[CH2:7][CH2:8][C@@H:9]([NH:11][C:12]([CH3:15])([CH3:13])[CH3:14])[CH2:10][C@H:5]2[NH:4][C:1](=[O:3])[CH3:2])[C:17]1=[O:32]. The yield is 0.850. (2) The reactants are [F:1][C:2]1[C:7]2[N:8]([CH2:21][C:22]([O:24]CC)=[O:23])[C:9](=[N:11][C:12](=[O:20])[C:13]3[CH:18]=[CH:17][C:16]([CH3:19])=[CH:15][CH:14]=3)[S:10][C:6]=2[CH:5]=[C:4]([F:27])[CH:3]=1.[OH-].[Na+]. The catalyst is CO. The product is [F:1][C:2]1[C:7]2[N:8]([CH2:21][C:22]([OH:24])=[O:23])[C:9](=[N:11][C:12](=[O:20])[C:13]3[CH:14]=[CH:15][C:16]([CH3:19])=[CH:17][CH:18]=3)[S:10][C:6]=2[CH:5]=[C:4]([F:27])[CH:3]=1. The yield is 0.930. (3) The reactants are [Cr](Cl)([O-])(=O)=O.[NH+]1C=CC=CC=1.[F:12][C:13]1[C:18]([F:19])=[CH:17][C:16]([NH:20][C:21](=[O:26])[C:22]([CH3:25])([CH3:24])[CH3:23])=[C:15]([CH2:27][OH:28])[CH:14]=1. The catalyst is C(Cl)Cl. The product is [F:12][C:13]1[C:18]([F:19])=[CH:17][C:16]([NH:20][C:21](=[O:26])[C:22]([CH3:23])([CH3:24])[CH3:25])=[C:15]([CH:27]=[O:28])[CH:14]=1. The yield is 0.260. (4) The reactants are Cl[C:2]1[N:7]=[C:6]([NH:8][C:9]2[CH:14]=[CH:13][C:12]([O:15][CH3:16])=[CH:11][CH:10]=2)[CH:5]=[CH:4][CH:3]=1.[CH2:17]([CH2:20][OH:21])[CH2:18][NH2:19]. No catalyst specified. The product is [CH3:16][O:15][C:12]1[CH:13]=[CH:14][C:9]([NH:8][C:6]2[N:7]=[C:2]([NH:19][CH2:18][CH2:17][CH2:20][OH:21])[CH:3]=[CH:4][CH:5]=2)=[CH:10][CH:11]=1. The yield is 0.640. (5) The reactants are Br[CH2:2][CH2:3][C:4]([O:6][CH3:7])=[O:5].[NH:8]1[CH2:13][CH2:12][CH:11]([O:14][C:15](=[O:29])[NH:16][C:17]2[CH:22]=[CH:21][CH:20]=[CH:19][C:18]=2[C:23]2[CH:28]=[CH:27][CH:26]=[CH:25][CH:24]=2)[CH2:10][CH2:9]1.CCN(C(C)C)C(C)C. The catalyst is C(#N)C. The product is [CH3:7][O:6][C:4](=[O:5])[CH2:3][CH2:2][N:8]1[CH2:9][CH2:10][CH:11]([O:14][C:15](=[O:29])[NH:16][C:17]2[CH:22]=[CH:21][CH:20]=[CH:19][C:18]=2[C:23]2[CH:28]=[CH:27][CH:26]=[CH:25][CH:24]=2)[CH2:12][CH2:13]1. The yield is 0.700. (6) The reactants are [CH:1]1([C:4]2[C:5]([N:24]([CH2:29][C:30]3[CH:35]=[CH:34][C:33]([O:36][CH3:37])=[CH:32][CH:31]=3)[S:25]([CH3:28])(=[O:27])=[O:26])=[CH:6][C:7]3[O:11][C:10]([C:12]4[CH:17]=[CH:16][C:15]([F:18])=[CH:14][CH:13]=4)=[C:9]([C:19](=[N:21][OH:22])[NH2:20])[C:8]=3[CH:23]=2)[CH2:3][CH2:2]1.[C:38](C1NC=CN=1)(C1NC=CN=1)=[O:39].N12CCCN=C1CCCCC2. The catalyst is O1CCOCC1. The product is [CH:1]1([C:4]2[C:5]([N:24]([CH2:29][C:30]3[CH:31]=[CH:32][C:33]([O:36][CH3:37])=[CH:34][CH:35]=3)[S:25]([CH3:28])(=[O:26])=[O:27])=[CH:6][C:7]3[O:11][C:10]([C:12]4[CH:17]=[CH:16][C:15]([F:18])=[CH:14][CH:13]=4)=[C:9]([C:19]4[NH:20][C:38](=[O:39])[O:22][N:21]=4)[C:8]=3[CH:23]=2)[CH2:3][CH2:2]1. The yield is 0.800. (7) The reactants are [F:1][C:2]1[CH:7]=[CH:6][C:5]([CH:8]2[CH2:10][C@@:9]2([CH3:14])C(O)=O)=[CH:4][CH:3]=1.C1(P(N=[N+]=[N-])(C2C=CC=CC=2)=[O:22])C=CC=CC=1.CC[N:34]([CH2:37]C)CC.[C:39]([OH:43])([CH3:42])([CH3:41])[CH3:40]. The catalyst is C1(C)C=CC=CC=1.CCOC(C)=O. The product is [F:1][C:2]1[CH:3]=[CH:4][C:5]([CH:8]2[CH2:10][C@:9]2([NH:34][C:37](=[O:22])[O:43][C:39]([CH3:42])([CH3:41])[CH3:40])[CH3:14])=[CH:6][CH:7]=1. The yield is 0.640.